Dataset: Full USPTO retrosynthesis dataset with 1.9M reactions from patents (1976-2016). Task: Predict the reactants needed to synthesize the given product. (1) Given the product [C:1]([O:5][C:6]([N:8]1[CH2:9][CH:10]([NH:14][C:15]([C:17]2[S:18][C:19]([Cl:22])=[CH:20][CH:21]=2)=[O:16])[C@@H:11]([NH2:27])[CH2:12]1)=[O:7])([CH3:4])([CH3:3])[CH3:2], predict the reactants needed to synthesize it. The reactants are: [C:1]([O:5][C:6]([N:8]1[CH2:12][C:11](=O)[C@@H:10]([NH:14][C:15]([C:17]2[S:18][C:19]([Cl:22])=[CH:20][CH:21]=2)=[O:16])[CH2:9]1)=[O:7])([CH3:4])([CH3:3])[CH3:2].[Cl-].[NH4+].CC[N:27](C(C)C)C(C)C.[BH4-].[Na+]. (2) The reactants are: CS[C:3]1[S:4]/[C:5](=[CH:9]\[C:10]2[CH:11]=[C:12]3[C:17](=[CH:18][CH:19]=2)[N:16]=[CH:15][CH:14]=[CH:13]3)/[C:6](=[O:8])[N:7]=1.[O:20]1[C:24]2[CH:25]=[CH:26][C:27]([CH2:29][NH2:30])=[CH:28][C:23]=2[O:22][CH2:21]1.CCN(C(C)C)C(C)C. Given the product [O:20]1[C:24]2[CH:25]=[CH:26][C:27]([CH2:29][NH:30][C:3]3[S:4]/[C:5](=[CH:9]\[C:10]4[CH:11]=[C:12]5[C:17](=[CH:18][CH:19]=4)[N:16]=[CH:15][CH:14]=[CH:13]5)/[C:6](=[O:8])[N:7]=3)=[CH:28][C:23]=2[O:22][CH2:21]1, predict the reactants needed to synthesize it. (3) The reactants are: [C:1]1([CH2:7][CH2:8][CH:9]([OH:22])[CH2:10][CH2:11][C:12]2[CH:17]=[CH:16][C:15]([C:18]([F:21])([F:20])[F:19])=[CH:14][CH:13]=2)[CH:6]=[CH:5][CH:4]=[CH:3][CH:2]=1.[H-].[Na+].Cl[S:26]([N:29]=C=O)(=[O:28])=[O:27].C(O)=O. Given the product [S:26](=[O:28])(=[O:27])([O:22][CH:9]([CH2:10][CH2:11][C:12]1[CH:13]=[CH:14][C:15]([C:18]([F:20])([F:21])[F:19])=[CH:16][CH:17]=1)[CH2:8][CH2:7][C:1]1[CH:2]=[CH:3][CH:4]=[CH:5][CH:6]=1)[NH2:29], predict the reactants needed to synthesize it. (4) Given the product [C:19]([O:43][CH:44]1[CH2:45][C:46]([CH3:54])([CH3:53])[N:47]([O:52][CH2:13][CH2:12][CH2:11][OH:71])[C:48]([CH3:51])([CH3:50])[CH2:49]1)(=[O:42])[CH2:20][CH2:21][CH2:22][CH2:23][CH2:24][CH2:25][CH2:26][CH2:27][C:28]([O:30][CH:31]1[CH2:32][C:33]([CH3:40])([CH3:41])[N:34]([O:39][CH2:15][CH2:16][CH2:17][OH:18])[C:35]([CH3:37])([CH3:38])[CH2:36]1)=[O:29], predict the reactants needed to synthesize it. The reactants are: C([SnH](C[CH2:11][CH2:12][CH3:13])CCCC)CCC.Br[CH2:15][CH2:16][CH2:17][OH:18].[C:19]([O:43][CH:44]1[CH2:49][C:48]([CH3:51])([CH3:50])[N:47]([OH:52])[C:46]([CH3:54])([CH3:53])[CH2:45]1)(=[O:42])[CH2:20][CH2:21][CH2:22][CH2:23][CH2:24][CH2:25][CH2:26][CH2:27][C:28]([O:30][CH:31]1[CH2:36][C:35]([CH3:38])([CH3:37])[N:34]([OH:39])[C:33]([CH3:41])([CH3:40])[CH2:32]1)=[O:29].CCCCCCC.CCCCCCC.C(OCC)(=[O:71])C.